From a dataset of Forward reaction prediction with 1.9M reactions from USPTO patents (1976-2016). Predict the product of the given reaction. (1) Given the reactants [C:1]([O:5][C:6]([NH:8][C:9]1[CH:13]=[CH:12][NH:11][C:10]=1[C:14]([O:16][CH2:17][CH3:18])=[O:15])=[O:7])([CH3:4])([CH3:3])[CH3:2].C1C(=O)N([Cl:26])C(=O)C1, predict the reaction product. The product is: [C:1]([O:5][C:6]([NH:8][C:9]1[CH:13]=[C:12]([Cl:26])[NH:11][C:10]=1[C:14]([O:16][CH2:17][CH3:18])=[O:15])=[O:7])([CH3:4])([CH3:3])[CH3:2]. (2) Given the reactants [Cl:1][C:2]1[N:7]=[CH:6][C:5]([CH2:8][N:9]2[C:13]([CH3:14])=[C:12]([C:15]3[CH:20]=[CH:19][C:18]([C:21]#[N:22])=[CH:17][CH:16]=3)[C:11]([C:23]#[N:24])=[C:10]2[CH2:25][CH3:26])=[CH:4][C:3]=1[CH2:27][OH:28].[CH3:29][S:30]([OH:33])(=[O:32])=[O:31], predict the reaction product. The product is: [CH3:29][S:30]([OH:33])(=[O:32])=[O:31].[Cl:1][C:2]1[N:7]=[CH:6][C:5]([CH2:8][N:9]2[C:13]([CH3:14])=[C:12]([C:15]3[CH:20]=[CH:19][C:18]([C:21]#[N:22])=[CH:17][CH:16]=3)[C:11]([C:23]#[N:24])=[C:10]2[CH2:25][CH3:26])=[CH:4][C:3]=1[CH2:27][OH:28].